Dataset: Reaction yield outcomes from USPTO patents with 853,638 reactions. Task: Predict the reaction yield, written as a fraction of the theoretical maximum amount of product (1.0 means a 100% yield; for example, 0.34 means a 34% yield). (1) The reactants are [C:1]([O:5][C:6]([N:8]1[CH2:13][CH2:12][CH:11](OS(C)(=O)=O)[CH2:10][CH2:9]1)=[O:7])([CH3:4])([CH3:3])[CH3:2].[F:19][C:20]1[CH:25]=[CH:24][C:23]([SH:26])=[CH:22][CH:21]=1.C(=O)([O-])[O-].[K+].[K+]. The catalyst is C(#N)C.O. The product is [F:19][C:20]1[CH:25]=[CH:24][C:23]([S:26][CH:11]2[CH2:10][CH2:9][N:8]([C:6]([O:5][C:1]([CH3:2])([CH3:3])[CH3:4])=[O:7])[CH2:13][CH2:12]2)=[CH:22][CH:21]=1. The yield is 1.00. (2) The reactants are Cl[C:2]1[N:7]=[C:6]([NH:8][C:9]2[CH:14]=[CH:13][CH:12]=[CH:11][C:10]=2[S:15]([CH:18]([CH3:20])[CH3:19])(=[O:17])=[O:16])[CH:5]=[CH:4][N:3]=1.[CH3:21][P:22]([C:25]1[CH:31]=[CH:30][C:28]([NH2:29])=[C:27]([O:32][CH3:33])[CH:26]=1)([CH3:24])=[O:23].Cl. The catalyst is COCCO. The product is [CH3:24][P:22]([C:25]1[CH:31]=[CH:30][C:28]([NH:29][C:2]2[N:7]=[C:6]([NH:8][C:9]3[CH:14]=[CH:13][CH:12]=[CH:11][C:10]=3[S:15]([CH:18]([CH3:20])[CH3:19])(=[O:17])=[O:16])[CH:5]=[CH:4][N:3]=2)=[C:27]([O:32][CH3:33])[CH:26]=1)([CH3:21])=[O:23]. The yield is 0.720. (3) The reactants are [NH2:1][C@@H:2]([CH2:5][O:6][C@H:7]([C:9]1[CH:14]=[CH:13][C:12]([F:15])=[CH:11][CH:10]=1)[CH3:8])[CH2:3][OH:4].C([O-])([O-])=O.[K+].[K+].[N:22]#[C:23]Br.O. The catalyst is C1COCC1. The product is [F:15][C:12]1[CH:11]=[CH:10][C:9]([C@@H:7]([O:6][CH2:5][C@H:2]2[CH2:3][O:4][C:23]([NH2:22])=[N:1]2)[CH3:8])=[CH:14][CH:13]=1. The yield is 0.730. (4) The reactants are C([O:3][CH2:4][CH2:5][O:6][NH:7][C:8]([C:10]1[C:25]([NH:26][C:27]2[CH:32]=[CH:31][C:30]([Br:33])=[CH:29][C:28]=2[Cl:34])=[C:24]([F:35])[C:13]2[N:14]=[CH:15][N:16]([CH2:17][CH:18]3[CH2:23][CH2:22][CH2:21][CH2:20][O:19]3)[C:12]=2[CH:11]=1)=[O:9])=C.Cl.[OH-].[Na+]. The catalyst is C(O)C.O. The product is [OH:3][CH2:4][CH2:5][O:6][NH:7][C:8]([C:10]1[C:25]([NH:26][C:27]2[CH:32]=[CH:31][C:30]([Br:33])=[CH:29][C:28]=2[Cl:34])=[C:24]([F:35])[C:13]2[N:14]=[CH:15][N:16]([CH2:17][CH:18]3[CH2:23][CH2:22][CH2:21][CH2:20][O:19]3)[C:12]=2[CH:11]=1)=[O:9]. The yield is 0.910. (5) The yield is 0.870. The product is [CH3:1][O:2][C:3]([C:5]1[CH:6]=[C:7]2[C:11](=[CH:12][CH:13]=1)[N:10]([C:22]([O:21][C:18]([CH3:20])([CH3:19])[CH3:17])=[O:23])[CH:9]=[C:8]2[CH2:14][C:15]#[N:16])=[O:4]. The catalyst is CN(C1C=CC=CN=1)C.C(Cl)Cl. The reactants are [CH3:1][O:2][C:3]([C:5]1[CH:6]=[C:7]2[C:11](=[CH:12][CH:13]=1)[NH:10][CH:9]=[C:8]2[CH2:14][C:15]#[N:16])=[O:4].[CH3:17][C:18]([O:21][C:22](O[C:22]([O:21][C:18]([CH3:20])([CH3:19])[CH3:17])=[O:23])=[O:23])([CH3:20])[CH3:19].C(N(CC)CC)C. (6) The catalyst is C1C=CC([P]([Pd]([P](C2C=CC=CC=2)(C2C=CC=CC=2)C2C=CC=CC=2)([P](C2C=CC=CC=2)(C2C=CC=CC=2)C2C=CC=CC=2)[P](C2C=CC=CC=2)(C2C=CC=CC=2)C2C=CC=CC=2)(C2C=CC=CC=2)C2C=CC=CC=2)=CC=1.O.C1COCC1. The product is [NH2:41][C:38]1[N:39]=[CH:40][C:35]([C:10]2[CH2:9][N:8]([C:6]([O:5][C:1]([CH3:4])([CH3:3])[CH3:2])=[O:7])[CH2:12][CH:11]=2)=[CH:36][CH:37]=1. The yield is 0.540. The reactants are [C:1]([O:5][C:6]([N:8]1[CH2:12][CH:11]=[C:10](OS(C(F)(F)F)(=O)=O)[CH2:9]1)=[O:7])([CH3:4])([CH3:3])[CH3:2].C(=O)([O-])[O-].[K+].[K+].CC1(C)C(C)(C)OB([C:35]2[CH:36]=[CH:37][C:38]([NH2:41])=[N:39][CH:40]=2)O1.C([O-])(O)=O.[Na+]. (7) The product is [CH3:1][N:2]1[C:6]([NH:7][C:9](=[O:11])[CH3:10])=[CH:5][C:4]([CH3:8])=[N:3]1. The catalyst is CCOC(C)=O. The yield is 1.02. The reactants are [CH3:1][N:2]1[C:6]([NH2:7])=[CH:5][C:4]([CH3:8])=[N:3]1.[C:9]([O-])(=[O:11])[CH3:10].[K+].C(OC(=O)C)(=O)C.